From a dataset of Full USPTO retrosynthesis dataset with 1.9M reactions from patents (1976-2016). Predict the reactants needed to synthesize the given product. (1) Given the product [Cl:1][C:2]1[CH:3]=[C:4]([C:10]2[CH:15]=[CH:14][C:13]([OH:16])=[C:12]([F:17])[CH:11]=2)[CH:5]=[CH:6][C:7]=1[CH:8]=[N:19][OH:20], predict the reactants needed to synthesize it. The reactants are: [Cl:1][C:2]1[CH:3]=[C:4]([C:10]2[CH:15]=[CH:14][C:13]([OH:16])=[C:12]([F:17])[CH:11]=2)[CH:5]=[CH:6][C:7]=1[CH:8]=O.Cl.[NH2:19][OH:20]. (2) Given the product [Cl:24][C:25]1[N:30]=[C:29]([CH2:31][C:4]([C:3]2[CH:8]=[CH:9][CH:10]=[C:11]([O:12][CH3:13])[C:2]=2[F:1])=[O:6])[CH:28]=[CH:27][N:26]=1, predict the reactants needed to synthesize it. The reactants are: [F:1][C:2]1[C:11]([O:12][CH3:13])=[CH:10][CH:9]=[CH:8][C:3]=1[C:4]([O:6]C)=O.[Li+].C[Si]([N-][Si](C)(C)C)(C)C.[Cl:24][C:25]1[N:30]=[C:29]([CH3:31])[CH:28]=[CH:27][N:26]=1. (3) Given the product [O:13]=[C:11]([NH:20][NH:19][C:23](=[O:45])[CH2:22][CH3:27])[CH2:10][CH2:9][NH:8][C:6](=[O:7])[O:5][C:1]([CH3:2])([CH3:3])[CH3:4], predict the reactants needed to synthesize it. The reactants are: [C:1]([O:5][C:6]([NH:8][CH2:9][CH2:10][C:11]([OH:13])=O)=[O:7])([CH3:4])([CH3:3])[CH3:2].F[B-](F)(F)F.[N:19]1(OC(N(C)C)=[N+](C)C)[C:23]2C=CC=[CH:27][C:22]=2N=[N:20]1.C(N(C(C)C)CC)(C)C.[O:45]1CCCC1.ClCCl. (4) Given the product [CH3:1][C:2]1[CH:7]=[C:6]([S:8][CH2:9][CH2:10][CH:11]([C:15]2[S:16][C:17]3[CH:24]=[C:23]([C:25]([F:26])([F:28])[F:27])[CH:22]=[CH:21][C:18]=3[C:19]=2[CH3:20])[CH2:12][CH2:13][CH3:14])[CH:5]=[CH:4][C:3]=1[O:29][CH2:30][C:31]([OH:33])=[O:32], predict the reactants needed to synthesize it. The reactants are: [CH3:1][C:2]1[CH:7]=[C:6]([S:8][CH2:9][CH2:10][CH:11]([C:15]2[S:16][C:17]3[CH:24]=[C:23]([C:25]([F:28])([F:27])[F:26])[CH:22]=[CH:21][C:18]=3[C:19]=2[CH3:20])[CH2:12][CH2:13][CH3:14])[CH:5]=[CH:4][C:3]=1[O:29][CH2:30][C:31]([O:33]CC)=[O:32].[OH-].[Na+]. (5) Given the product [Cl:20][C:21]1[CH:26]=[CH:25][C:24]([C:6]2[CH:7]=[C:8]3[C:3](=[CH:4][CH:5]=2)[C:2](=[O:1])[CH2:11][CH2:10][CH2:9]3)=[CH:23][CH:22]=1, predict the reactants needed to synthesize it. The reactants are: [O:1]=[C:2]1[CH2:11][CH2:10][CH2:9][C:8]2[CH:7]=[C:6](OS(C(F)(F)F)(=O)=O)[CH:5]=[CH:4][C:3]1=2.[Cl:20][C:21]1[CH:26]=[CH:25][C:24](B(O)O)=[CH:23][CH:22]=1. (6) Given the product [F:1][C:2]1[CH:7]=[CH:6][CH:5]=[CH:4][C:3]=1[C:8]1[O:9][CH:10]=[C:11]([CH2:13][CH2:14][NH:15][C:28](=[O:29])[C:27]2[CH:31]=[C:23]([C:20]3[N:19]=[C:18]([C:17]([F:33])([F:32])[F:16])[O:22][N:21]=3)[CH:24]=[N:25][CH:26]=2)[N:12]=1, predict the reactants needed to synthesize it. The reactants are: [F:1][C:2]1[CH:7]=[CH:6][CH:5]=[CH:4][C:3]=1[C:8]1[O:9][CH:10]=[C:11]([CH2:13][CH2:14][NH2:15])[N:12]=1.[F:16][C:17]([F:33])([F:32])[C:18]1[O:22][N:21]=[C:20]([C:23]2[CH:24]=[N:25][CH:26]=[C:27]([CH:31]=2)[C:28](O)=[O:29])[N:19]=1. (7) The reactants are: B(C1C=CC(CCCC(O)=O)=CC=1)(O)O.[C:16]([S:20]([C:23]1[CH:28]=[CH:27][C:26]([NH:29][C:30](=[O:48])[CH2:31][CH2:32][CH2:33][C:34]2[CH:39]=[CH:38][C:37]([B:40]3[O:45]CC(C)(C)C[O:41]3)=[CH:36][CH:35]=2)=[CH:25][C:24]=1[C:49]#[N:50])(=[O:22])=[O:21])([CH3:19])([CH3:18])[CH3:17].[OH-].[Na+]. Given the product [C:16]([S:20]([C:23]1[CH:28]=[CH:27][C:26]([NH:29][C:30](=[O:48])[CH2:31][CH2:32][CH2:33][C:34]2[CH:35]=[CH:36][C:37]([B:40]([OH:41])[OH:45])=[CH:38][CH:39]=2)=[CH:25][C:24]=1[C:49]#[N:50])(=[O:22])=[O:21])([CH3:19])([CH3:17])[CH3:18], predict the reactants needed to synthesize it.